Dataset: Forward reaction prediction with 1.9M reactions from USPTO patents (1976-2016). Task: Predict the product of the given reaction. (1) Given the reactants [F:1][C:2]([F:13])([F:12])[C:3]1[CH:4]=[C:5]([CH:9]=[CH:10][N:11]=1)[C:6]([OH:8])=[O:7].F[P-](F)(F)(F)(F)F.N1(O[P+](N(C)C)(N(C)C)N(C)C)C2C=CC=C[C:24]=2N=N1.CCN(C(C)C)C(C)C, predict the reaction product. The product is: [CH3:24][O:7][C:6](=[O:8])[C:5]1[CH:9]=[CH:10][N:11]=[C:3]([C:2]([F:12])([F:1])[F:13])[CH:4]=1. (2) The product is: [CH2:1]([C:3]1[C:4]([OH:25])=[CH:5][C:6]([OH:23])=[C:7]([N:9]2[C:13]3[CH:14]=[CH:15][C:16]([C:18]([F:21])([F:20])[F:19])=[CH:17][C:12]=3[NH:11][C:10]2=[O:22])[CH:8]=1)[CH3:2]. Given the reactants [CH2:1]([C:3]1[C:4]([O:25]C)=[CH:5][C:6]([O:23]C)=[C:7]([N:9]2[C:13]3[CH:14]=[CH:15][C:16]([C:18]([F:21])([F:20])[F:19])=[CH:17][C:12]=3[NH:11][C:10]2=[O:22])[CH:8]=1)[CH3:2].B(Br)(Br)Br.C(=O)([O-])O, predict the reaction product.